This data is from Full USPTO retrosynthesis dataset with 1.9M reactions from patents (1976-2016). The task is: Predict the reactants needed to synthesize the given product. (1) The reactants are: [F:1][C:2]([F:17])([F:16])[C:3]1[N:8]=[C:7]([NH2:9])[CH:6]=[CH:5][C:4]=1[C:10]#[C:11][Si](C)(C)C.C([O-])([O-])=O.[K+].[K+]. Given the product [C:10]([C:4]1[CH:5]=[CH:6][C:7]([NH2:9])=[N:8][C:3]=1[C:2]([F:1])([F:17])[F:16])#[CH:11], predict the reactants needed to synthesize it. (2) Given the product [NH2:36][C:27]1[CH:28]=[C:29]([C:2]2[CH:3]=[C:4]([NH:8][S:9]([CH3:12])(=[O:11])=[O:10])[CH:5]=[N:6][CH:7]=2)[CH:30]=[C:31]2[C:26]=1[CH:25]=[N:24][N:23]2[S:20]([C:14]1[CH:15]=[CH:16][CH:17]=[CH:18][CH:19]=1)(=[O:22])=[O:21], predict the reactants needed to synthesize it. The reactants are: Br[C:2]1[CH:3]=[C:4]([NH:8][S:9]([CH3:12])(=[O:11])=[O:10])[CH:5]=[N:6][CH:7]=1.O.[C:14]1([S:20]([N:23]2[C:31]3[CH:30]=[C:29]([Sn](C)(C)C)[CH:28]=[C:27]([NH2:36])[C:26]=3[CH:25]=[N:24]2)(=[O:22])=[O:21])[CH:19]=[CH:18][CH:17]=[CH:16][CH:15]=1. (3) Given the product [Cl:7][C:6]1[S:5][C:4]([C:8]([O:10][CH3:11])=[O:9])=[CH:3][C:2]=1[C:17]1[N:13]([CH3:12])[N:14]=[CH:15][CH:16]=1, predict the reactants needed to synthesize it. The reactants are: Br[C:2]1[CH:3]=[C:4]([C:8]([O:10][CH3:11])=[O:9])[S:5][C:6]=1[Cl:7].[CH3:12][N:13]1[C:17](B2OC(C)(C)C(C)(C)O2)=[CH:16][CH:15]=[N:14]1.C(=O)([O-])[O-].[K+].[K+]. (4) Given the product [CH3:1][S:2]([C:5]1[CH:10]=[CH:9][C:8]([O:11][CH2:12][CH:14]2[CH2:15][O:16]2)=[CH:7][CH:6]=1)(=[O:3])=[O:4], predict the reactants needed to synthesize it. The reactants are: [CH3:1][S:2]([C:5]1[CH:10]=[CH:9][C:8]([OH:11])=[CH:7][CH:6]=1)(=[O:4])=[O:3].[CH2:12]([CH:14]1[O:16][CH2:15]1)Cl. (5) Given the product [ClH:1].[OH:2][CH:3]([CH2:18][O:19][C:20]1[CH:29]=[CH:28][C:27]([CH2:26][CH3:25])=[CH:22][CH:21]=1)[CH2:4][NH:5][C:6]([CH3:17])([CH3:16])[CH2:7][C:8]1[CH:13]=[CH:12][C:11]([O:14][CH3:15])=[CH:10][CH:9]=1, predict the reactants needed to synthesize it. The reactants are: [ClH:1].[OH:2][CH:3]([CH2:18][O:19][C:20]1[C:29]2C(=[CH:25][CH:26]=[CH:27][CH:28]=2)C=[CH:22][CH:21]=1)[CH2:4][NH:5][C:6]([CH3:17])([CH3:16])[CH2:7][C:8]1[CH:13]=[CH:12][C:11]([O:14][CH3:15])=[CH:10][CH:9]=1.Cl.OC(COC1C=CC(OC)=CC=1)CNC(C)(C)CC1C=CC(OC)=CC=1.